This data is from Full USPTO retrosynthesis dataset with 1.9M reactions from patents (1976-2016). The task is: Predict the reactants needed to synthesize the given product. (1) The reactants are: [F:1][C@H:2]1[CH2:6][N:5]([S:7]([C:10]2[CH:15]=[CH:14][C:13]([F:16])=[CH:12][CH:11]=2)(=[O:9])=[O:8])[C@H:4]([C:17]([NH:19][CH2:20][C:21]2[CH:26]=[C:25](B3OC(C)(C)C(C)(C)O3)[CH:24]=[CH:23][C:22]=2[F:36])=[O:18])[CH2:3]1.Cl[C:38]1[CH:43]=[CH:42][C:41]([C:44]([F:47])([F:46])[F:45])=[CH:40][N:39]=1.C(=O)([O-])[O-].[Cs+].[Cs+].O. Given the product [F:1][C@H:2]1[CH2:6][N:5]([S:7]([C:10]2[CH:15]=[CH:14][C:13]([F:16])=[CH:12][CH:11]=2)(=[O:8])=[O:9])[C@H:4]([C:17]([NH:19][CH2:20][C:21]2[CH:26]=[C:25]([C:38]3[CH:43]=[CH:42][C:41]([C:44]([F:47])([F:46])[F:45])=[CH:40][N:39]=3)[CH:24]=[CH:23][C:22]=2[F:36])=[O:18])[CH2:3]1, predict the reactants needed to synthesize it. (2) Given the product [C:21]([O:11][C:2]1([CH3:16])[CH:3]2[CH2:9][CH:7]3[CH2:6][CH:5]([CH2:10][CH:1]1[CH2:8]3)[CH2:4]2)(=[O:25])[C:22]([CH3:24])=[CH2:23], predict the reactants needed to synthesize it. The reactants are: [CH:1]12[CH2:10][CH:5]3[CH2:6][CH:7]([CH2:9][CH:3]([CH2:4]3)[C:2]1=[O:11])[CH2:8]2.C[Mg]Br.N1C=CC=C[CH:16]=1.[C:21](Cl)(=[O:25])[C:22]([CH3:24])=[CH2:23]. (3) Given the product [F:27][C:23]1[CH:22]=[C:21]([CH:26]=[CH:25][CH:24]=1)[CH2:20][NH:7][C:8]1[N:13]=[C:12]([N:14]2[CH2:15][CH2:16][NH:17][CH2:18][CH2:19]2)[CH:11]=[N:10][CH:9]=1, predict the reactants needed to synthesize it. The reactants are: C(OC(=O)[N:7]([CH2:20][C:21]1[CH:26]=[CH:25][CH:24]=[C:23]([F:27])[CH:22]=1)[C:8]1[N:13]=[C:12]([N:14]2[CH2:19][CH2:18][NH:17][CH2:16][CH2:15]2)[CH:11]=[N:10][CH:9]=1)(C)(C)C.FC(F)(F)C(O)=O.[OH-].[Na+].